From a dataset of Reaction yield outcomes from USPTO patents with 853,638 reactions. Predict the reaction yield, written as a fraction of the theoretical maximum amount of product (1.0 means a 100% yield; for example, 0.34 means a 34% yield). The reactants are [CH2:1]([O:8][C:9](=[O:31])[C@@H:10]([NH:15][C:16](=[O:30])[C@@H:17]([NH:22][C:23](OC(C)(C)C)=[O:24])[C:18]([CH3:21])([CH3:20])[CH3:19])[CH2:11][CH:12]([CH3:14])[CH3:13])[C:2]1[CH:7]=[CH:6][CH:5]=[CH:4][CH:3]=1.FC(F)(F)C(O)=O.C(N(CC)C(C)C)(C)C.[O:48]1[CH2:53][CH2:52][N:51]([CH2:54]C(O)=O)[CH2:50][CH2:49]1.CN(C(ON1N=NC2C=CC=NC1=2)=[N+](C)C)C.F[P-](F)(F)(F)(F)F. The yield is 0.910. The catalyst is ClCCl. The product is [CH2:1]([O:8][C:9](=[O:31])[C@@H:10]([NH:15][C:16](=[O:30])[C@@H:17]([NH:22][C:23](=[O:24])[CH2:54][N:51]1[CH2:52][CH2:53][O:48][CH2:49][CH2:50]1)[C:18]([CH3:21])([CH3:20])[CH3:19])[CH2:11][CH:12]([CH3:13])[CH3:14])[C:2]1[CH:7]=[CH:6][CH:5]=[CH:4][CH:3]=1.